Dataset: Forward reaction prediction with 1.9M reactions from USPTO patents (1976-2016). Task: Predict the product of the given reaction. (1) Given the reactants CN([P+](ON1N=NC2C=CC=CC1=2)(N(C)C)N(C)C)C.F[P-](F)(F)(F)(F)F.C(N(CC)CC)C.[NH2:35][C:36]1[N:44]=[CH:43][CH:42]=[CH:41][C:37]=1[C:38]([OH:40])=O.[CH2:45]([C:50]1[CH:51]=[C:52]([CH:55]=[CH:56][CH:57]=1)[CH2:53][NH2:54])[CH2:46][CH2:47][CH2:48][CH3:49], predict the reaction product. The product is: [CH2:45]([C:50]1[CH:51]=[C:52]([CH2:53][NH:54][C:38](=[O:40])[C:37]2[CH:41]=[CH:42][CH:43]=[N:44][C:36]=2[NH2:35])[CH:55]=[CH:56][CH:57]=1)[CH2:46][CH2:47][CH2:48][CH3:49]. (2) Given the reactants [Cl-].[CH3:2][O:3][CH2:4][P+](C1C=CC=CC=1)(C1C=CC=CC=1)C1C=CC=CC=1.C([Li])CCC.O=[C:30]1[C:39]2[C:34](=[CH:35][C:36]([C:40]#[N:41])=[CH:37][CH:38]=2)[O:33][CH2:32][CH2:31]1, predict the reaction product. The product is: [CH3:2][O:3]/[CH:4]=[C:30]1\[CH2:31][CH2:32][O:33][C:34]2[C:39]\1=[CH:38][CH:37]=[C:36]([C:40]#[N:41])[CH:35]=2. (3) Given the reactants [F:1][C:2]1[CH:21]=[C:20]([F:22])[CH:19]=[CH:18][C:3]=1[CH2:4][N:5]1[C:13]2[C:8](=[CH:9][C:10]([C:14]([O:16]C)=[O:15])=[CH:11][CH:12]=2)[CH:7]=[CH:6]1.[OH-].[Na+], predict the reaction product. The product is: [F:1][C:2]1[CH:21]=[C:20]([F:22])[CH:19]=[CH:18][C:3]=1[CH2:4][N:5]1[C:13]2[C:8](=[CH:9][C:10]([C:14]([OH:16])=[O:15])=[CH:11][CH:12]=2)[CH:7]=[CH:6]1. (4) Given the reactants I[C:2]1[CH:9]=[CH:8][C:5]([CH:6]=[O:7])=[CH:4][C:3]=1[O:10][CH3:11].[CH3:12][C:13]1[CH:18]=[C:17](B(O)O)[CH:16]=[CH:15][N:14]=1.C(=O)([O-])[O-].[Na+].[Na+], predict the reaction product. The product is: [CH3:11][O:10][C:3]1[CH:4]=[C:5]([CH:8]=[CH:9][C:2]=1[C:17]1[CH:16]=[CH:15][N:14]=[C:13]([CH3:12])[CH:18]=1)[CH:6]=[O:7]. (5) Given the reactants C[N:2]1[CH2:11][C:10](C)(C)C2[C:4](=[CH:5]C(N)=CC=2)[CH2:3]1.Cl[C:16]1[N:21]=[C:20]2[N:22]([CH3:36])[C:23](=[O:35])[N:24]([C:27]3[C:32]([Cl:33])=[CH:31][CH:30]=[CH:29][C:28]=3[Cl:34])[C:25](=[NH:26])[C:19]2=[CH:18][N:17]=1.ClC1N=C2NC(=O)[N:46]([C:49]3[C:54](Cl)=[CH:53][CH:52]=[CH:51][C:50]=3Cl)C(=N)C2=CN=1, predict the reaction product. The product is: [Cl:33][C:32]1[CH:31]=[CH:30][CH:29]=[C:28]([Cl:34])[C:27]=1[N:24]1[C:25](=[NH:26])[C:19]2[C:20](=[N:21][C:16]([NH:46][C:49]3[CH:50]=[C:51]4[C:52](=[CH:53][CH:54]=3)[CH:3]([CH2:4][CH3:5])[NH:2][CH2:11][CH2:10]4)=[N:17][CH:18]=2)[N:22]([CH3:36])[C:23]1=[O:35]. (6) Given the reactants [F:1][C:2]1[CH:7]=[CH:6][C:5]([C:8]2[C:9]3[N:10]([N:15]=[C:16]([NH2:18])[N:17]=3)[CH:11]=[C:12]([CH3:14])[CH:13]=2)=[CH:4][C:3]=1[CH3:19].Br[C:21]1[CH:26]=[CH:25][C:24]([N:27]2[CH:31]=[C:30]([CH3:32])[N:29]=[CH:28]2)=[C:23]([O:33][CH3:34])[CH:22]=1.C(Cl)Cl, predict the reaction product. The product is: [F:1][C:2]1[CH:7]=[CH:6][C:5]([C:8]2[C:9]3[N:10]([N:15]=[C:16]([NH:18][C:21]4[CH:26]=[CH:25][C:24]([N:27]5[CH:31]=[C:30]([CH3:32])[N:29]=[CH:28]5)=[C:23]([O:33][CH3:34])[CH:22]=4)[N:17]=3)[CH:11]=[C:12]([CH3:14])[CH:13]=2)=[CH:4][C:3]=1[CH3:19]. (7) Given the reactants [CH3:1][C:2]1([CH3:22])[CH2:7][CH2:6][CH2:5][C@@H:4]([CH3:8])[C@@H:3]1/[CH:9]=[CH:10]/[C:11]([N:13]1[CH2:18][CH2:17][N:16]([C:19]([NH2:21])=[O:20])[CH2:15][CH2:14]1)=[O:12], predict the reaction product. The product is: [CH3:22][C:2]1([CH3:1])[CH2:7][CH2:6][CH2:5][C@@H:4]([CH3:8])[C@@H:3]1[CH2:9][CH2:10][C:11]([N:13]1[CH2:14][CH2:15][N:16]([C:19]([NH2:21])=[O:20])[CH2:17][CH2:18]1)=[O:12]. (8) Given the reactants [Cl:1][C:2]1[CH:7]=[CH:6][C:5](O)=[C:4]([CH:9]2[CH2:14][CH2:13][CH2:12][CH2:11][CH2:10]2)[CH:3]=1.C(N(CC)CC)C.[F:22][C:23]([F:36])([F:35])[S:24]([O:27]S(C(F)(F)F)(=O)=O)(=[O:26])=[O:25], predict the reaction product. The product is: [F:22][C:23]([F:36])([F:35])[S:24]([OH:27])(=[O:26])=[O:25].[Cl:1][C:2]1[CH:7]=[CH:6][CH:5]=[C:4]([CH:9]2[CH2:14][CH2:13][CH2:12][CH2:11][CH2:10]2)[CH:3]=1. (9) The product is: [Cl:1][C:2]1[CH:40]=[CH:39][C:5]2[N:6]([C:20](=[O:38])[C:21]3[CH:26]=[CH:25][C:24]([NH:27][C:28](=[O:36])[C:29]4[CH:34]=[CH:33][CH:32]=[CH:31][C:30]=4[CH3:35])=[CH:23][C:22]=3[CH3:37])[CH2:7][CH2:8][CH2:9][CH:10]([O:11][C:12]([CH2:14][CH2:15][CH2:16][C:17]([O-:19])=[O:18])=[O:13])[C:4]=2[CH:3]=1.[Na+:45]. Given the reactants [Cl:1][C:2]1[CH:40]=[CH:39][C:5]2[N:6]([C:20](=[O:38])[C:21]3[CH:26]=[CH:25][C:24]([NH:27][C:28](=[O:36])[C:29]4[CH:34]=[CH:33][CH:32]=[CH:31][C:30]=4[CH3:35])=[CH:23][C:22]=3[CH3:37])[CH2:7][CH2:8][CH2:9][CH:10]([O:11][C:12]([CH2:14][CH2:15][CH2:16][C:17]([OH:19])=[O:18])=[O:13])[C:4]=2[CH:3]=1.C(=O)([O-])O.[Na+:45], predict the reaction product. (10) Given the reactants [CH3:1][C:2]1([C:5](=O)[CH2:6][C:7]#[N:8])[CH2:4][CH2:3]1.[CH3:10][NH:11][NH2:12], predict the reaction product. The product is: [CH3:10][N:11]1[C:7]([NH2:8])=[CH:6][C:5]([C:2]2([CH3:1])[CH2:4][CH2:3]2)=[N:12]1.